From a dataset of Full USPTO retrosynthesis dataset with 1.9M reactions from patents (1976-2016). Predict the reactants needed to synthesize the given product. (1) Given the product [C:28]1([S:34]([N:1]2[CH2:2][CH2:3][CH:4]([CH2:7][N:8]3[C:12]4[CH:13]=[CH:14][C:15]([C:17]5[CH:18]=[N:19][N:20]([CH:22]6[CH2:27][CH2:26][CH2:25][CH2:24][O:23]6)[CH:21]=5)=[CH:16][C:11]=4[N:10]=[CH:9]3)[CH2:5][CH2:6]2)(=[O:36])=[O:35])[CH:33]=[CH:32][CH:31]=[CH:30][CH:29]=1, predict the reactants needed to synthesize it. The reactants are: [NH:1]1[CH2:6][CH2:5][CH:4]([CH2:7][N:8]2[C:12]3[CH:13]=[CH:14][C:15]([C:17]4[CH:18]=[N:19][N:20]([CH:22]5[CH2:27][CH2:26][CH2:25][CH2:24][O:23]5)[CH:21]=4)=[CH:16][C:11]=3[N:10]=[CH:9]2)[CH2:3][CH2:2]1.[C:28]1([S:34](Cl)(=[O:36])=[O:35])[CH:33]=[CH:32][CH:31]=[CH:30][CH:29]=1. (2) Given the product [Cl:1][C:2]1[C:3]([O:4][CH2:5][CH2:6][CH2:7][Si:8]([CH3:10])([CH3:9])[CH3:11])=[CH:12][C:13]([CH3:19])=[C:14]([NH2:16])[CH:15]=1, predict the reactants needed to synthesize it. The reactants are: [Cl:1][C:2]1[CH:15]=[C:14]([N+:16]([O-])=O)[C:13]([CH3:19])=[CH:12][C:3]=1[O:4][CH2:5][CH2:6][CH2:7][Si:8]([CH3:11])([CH3:10])[CH3:9].CO.Cl.[Sn](Cl)Cl. (3) Given the product [F:1][C:2]1[C:3]([NH:22][C:23]2[CH:28]=[CH:27][C:26]([I:29])=[CH:25][C:24]=2[F:30])=[C:4]([CH:12]=[C:13]([CH2:16][N:17]2[C:33](=[O:34])[O:21][CH2:20][CH2:19][O:18]2)[C:14]=1[F:15])[C:5]([NH:7][O:8][CH2:9][CH2:10][OH:11])=[O:6], predict the reactants needed to synthesize it. The reactants are: [F:1][C:2]1[C:3]([NH:22][C:23]2[CH:28]=[CH:27][C:26]([I:29])=[CH:25][C:24]=2[F:30])=[C:4]([CH:12]=[C:13]([CH2:16][NH:17][O:18][CH2:19][CH2:20][OH:21])[C:14]=1[F:15])[C:5]([NH:7][O:8][CH2:9][CH2:10][OH:11])=[O:6].C1C(=O)N(OC(ON2C(=O)CCC2=O)=O)[C:33](=[O:34])C1.CCN(CC)CC. (4) Given the product [C:18]([O:17][C:15](=[O:16])[NH:14][CH:11]1[CH2:12][CH2:13][N:8]([CH2:1][C:2]2[CH:3]=[CH:4][CH:5]=[CH:6][CH:7]=2)[CH2:9][CH2:10]1)([CH3:21])([CH3:20])[CH3:19], predict the reactants needed to synthesize it. The reactants are: [CH2:1]([N:8]1[CH2:13][CH2:12][CH:11]([NH2:14])[CH2:10][CH2:9]1)[C:2]1[CH:7]=[CH:6][CH:5]=[CH:4][CH:3]=1.[C:15](O[C:15]([O:17][C:18]([CH3:21])([CH3:20])[CH3:19])=[O:16])([O:17][C:18]([CH3:21])([CH3:20])[CH3:19])=[O:16]. (5) Given the product [CH3:40][C:41]([CH3:53])([CH3:52])[C@H:42]([N:46]1[CH2:50][CH2:49][NH:48][C:47]1=[O:51])[C:43]([NH:1][C@@H:2]([CH2:33][C:34]1[CH:35]=[CH:36][CH:37]=[CH:38][CH:39]=1)[C@@H:3]([OH:32])[CH2:4][C@H:5]([NH:19][C:20]([C@@H:22]([NH:27][C:28](=[O:31])[O:29][CH3:30])[C:23]([CH3:26])([CH3:25])[CH3:24])=[O:21])[CH2:6][C:7]1[CH:12]=[CH:11][C:10]([C:13]2[CH:18]=[CH:17][CH:16]=[CH:15][N:14]=2)=[CH:9][CH:8]=1)=[O:44], predict the reactants needed to synthesize it. The reactants are: [NH2:1][C@@H:2]([CH2:33][C:34]1[CH:39]=[CH:38][CH:37]=[CH:36][CH:35]=1)[C@@H:3]([OH:32])[CH2:4][C@H:5]([NH:19][C:20]([C@@H:22]([NH:27][C:28](=[O:31])[O:29][CH3:30])[C:23]([CH3:26])([CH3:25])[CH3:24])=[O:21])[CH2:6][C:7]1[CH:12]=[CH:11][C:10]([C:13]2[CH:18]=[CH:17][CH:16]=[CH:15][N:14]=2)=[CH:9][CH:8]=1.[CH3:40][C:41]([CH3:53])([CH3:52])[C@H:42]([N:46]1[CH2:50][CH2:49][NH:48][C:47]1=[O:51])[C:43](O)=[O:44].CCOP(ON1N=NC2C=CC=CC=2C1=O)(OCC)=O.C(N(CC)C(C)C)(C)C. (6) Given the product [CH3:1][O:2][C:3]([C:5]1[S:6][C:7]([C:10](=[O:12])[NH:23][CH2:22][CH:21]([O:24][CH3:25])[O:20][CH3:19])=[CH:8][CH:9]=1)=[O:4], predict the reactants needed to synthesize it. The reactants are: [CH3:1][O:2][C:3]([C:5]1[S:6][C:7]([C:10]([OH:12])=O)=[CH:8][CH:9]=1)=[O:4].C(Cl)(=O)C(Cl)=O.[CH3:19][O:20][CH:21]([O:24][CH3:25])[CH2:22][NH2:23].Cl.